From a dataset of Reaction yield outcomes from USPTO patents with 853,638 reactions. Predict the reaction yield, written as a fraction of the theoretical maximum amount of product (1.0 means a 100% yield; for example, 0.34 means a 34% yield). (1) The reactants are [F:1][C:2]1[CH:9]=[CH:8][C:5]([CH:6]=O)=[CH:4][CH:3]=1.Cl.C(=O)(O)O.[NH2:15][NH:16][C:17]([NH2:19])=[NH:18].C(=O)=O.[OH-].[K+]. No catalyst specified. The product is [F:1][C:2]1[CH:9]=[CH:8][C:5](/[CH:6]=[N:15]/[NH:16][C:17](=[NH:18])[NH2:19])=[CH:4][CH:3]=1. The yield is 0.910. (2) The reactants are [CH3:1][C:2]1[CH:3]=[C:4]2[C:8](=[CH:9][CH:10]=1)[NH:7][C:6](=[O:11])[C:5]2=O.O.NN.Cl. The catalyst is C(OCC)(=O)C.CCCCCC. The product is [CH3:1][C:2]1[CH:3]=[C:4]2[C:8](=[CH:9][CH:10]=1)[NH:7][C:6](=[O:11])[CH2:5]2. The yield is 0.470.